From a dataset of Forward reaction prediction with 1.9M reactions from USPTO patents (1976-2016). Predict the product of the given reaction. (1) Given the reactants [Br:1][C:2]1[C:6]([C:7](OCC)=[O:8])=[CH:5][N:4]([CH:12]2[CH2:15][CH2:14][CH2:13]2)[N:3]=1.[H-].C([Al+]CC(C)C)C(C)C, predict the reaction product. The product is: [Br:1][C:2]1[C:6]([CH2:7][OH:8])=[CH:5][N:4]([CH:12]2[CH2:13][CH2:14][CH2:15]2)[N:3]=1. (2) Given the reactants [OH-].[Li+].[C:3]1([CH3:22])[CH:8]=[CH:7][CH:6]=[CH:5][C:4]=1[O:9][CH:10]([C:12]1[CH:21]=[CH:20][C:15]([C:16]([O:18]C)=[O:17])=[CH:14][CH:13]=1)[CH3:11], predict the reaction product. The product is: [C:3]1([CH3:22])[CH:8]=[CH:7][CH:6]=[CH:5][C:4]=1[O:9][CH:10]([C:12]1[CH:13]=[CH:14][C:15]([C:16]([OH:18])=[O:17])=[CH:20][CH:21]=1)[CH3:11].